Dataset: Catalyst prediction with 721,799 reactions and 888 catalyst types from USPTO. Task: Predict which catalyst facilitates the given reaction. (1) Reactant: [CH3:1][C:2]1[CH:10]=[CH:9][C:5]([C:6]([OH:8])=O)=[CH:4][C:3]=1[N+:11]([O-:13])=[O:12].C1C=CC2N(O)N=NC=2C=1.[CH2:24]([N:26]1[CH2:31][CH2:30][NH:29][CH2:28][CH2:27]1)[CH3:25]. Product: [CH2:24]([N:26]1[CH2:31][CH2:30][N:29]([C:6]([C:5]2[CH:9]=[CH:10][C:2]([CH3:1])=[C:3]([N+:11]([O-:13])=[O:12])[CH:4]=2)=[O:8])[CH2:28][CH2:27]1)[CH3:25]. The catalyst class is: 4. (2) Reactant: [C:1]([C:3]1[CH:4]=[C:5]([C:9]([O:11][CH2:12][CH3:13])=[O:10])[NH:6][C:7]=1[CH3:8])#[N:2].[Cl:14]N1C(=O)CCC1=O. Product: [Cl:14][C:4]1[C:3]([C:1]#[N:2])=[C:7]([CH3:8])[NH:6][C:5]=1[C:9]([O:11][CH2:12][CH3:13])=[O:10]. The catalyst class is: 3. (3) Reactant: FC(F)(F)C(O)=O.[NH2:8][C@@H:9]([CH2:16][CH2:17][C:18]1[CH:23]=[CH:22][CH:21]=[CH:20][CH:19]=1)/[CH:10]=[CH:11]/[C:12]([O:14][CH3:15])=[O:13].[CH3:24][C:25]([O:28][C:29]([NH:31][C@H:32]([C:39](O)=[O:40])[CH2:33][C:34]1[S:35][CH:36]=[CH:37][CH:38]=1)=[O:30])([CH3:27])[CH3:26].CCN=C=NCCCN(C)C.C1C=CC2N(O)N=NC=2C=1.CN1CCOCC1. Product: [CH3:27][C:25]([O:28][C:29]([NH:31][C@H:32]([C:39]([NH:8][C@@H:9]([CH2:16][CH2:17][C:18]1[CH:19]=[CH:20][CH:21]=[CH:22][CH:23]=1)/[CH:10]=[CH:11]/[C:12]([O:14][CH3:15])=[O:13])=[O:40])[CH2:33][C:34]1[S:35][CH:36]=[CH:37][CH:38]=1)=[O:30])([CH3:24])[CH3:26]. The catalyst class is: 18. (4) Reactant: C(OC([NH:8][CH2:9][CH2:10][CH2:11][CH2:12][C@H:13]([NH:21][C:22]([NH:24][C@@H:25]1[CH2:39][C:38]2=[CH:40][CH:41]=[C:35]([CH:36]=[CH:37]2)[NH:34][C:33](=[O:42])[CH2:32][CH2:31][O:30][CH2:29][C@H:28]([CH:43]([CH3:45])[CH3:44])[NH:27][C:26]1=[O:46])=[O:23])[C:14]([O:16]C(C)(C)C)=[O:15])=O)(C)(C)C.O.C([SiH](C(C)C)C(C)C)(C)C. Product: [NH2:8][CH2:9][CH2:10][CH2:11][CH2:12][C@H:13]([NH:21][C:22]([NH:24][C@@H:25]1[CH2:39][C:38]2=[CH:37][CH:36]=[C:35]([CH:41]=[CH:40]2)[NH:34][C:33](=[O:42])[CH2:32][CH2:31][O:30][CH2:29][C@H:28]([CH:43]([CH3:44])[CH3:45])[NH:27][C:26]1=[O:46])=[O:23])[C:14]([OH:16])=[O:15]. The catalyst class is: 67.